Dataset: Full USPTO retrosynthesis dataset with 1.9M reactions from patents (1976-2016). Task: Predict the reactants needed to synthesize the given product. Given the product [OH:29][CH2:28][CH2:27][NH:26][C:23]1[N:24]=[CH:25][C:20]([NH:19][C:12]([C:10]2[N:11]=[C:7]([C:1]3[CH:2]=[CH:3][CH:4]=[CH:5][CH:6]=3)[O:8][C:9]=2[C:15]([F:18])([F:17])[F:16])=[O:14])=[CH:21][CH:22]=1, predict the reactants needed to synthesize it. The reactants are: [C:1]1([C:7]2[O:8][C:9]([C:15]([F:18])([F:17])[F:16])=[C:10]([C:12]([OH:14])=O)[N:11]=2)[CH:6]=[CH:5][CH:4]=[CH:3][CH:2]=1.[NH2:19][C:20]1[CH:21]=[CH:22][C:23]([NH:26][CH2:27][CH2:28][OH:29])=[N:24][CH:25]=1.ON1C2C=CC=CC=2N=N1.Cl.C(N=C=NCCCN(C)C)C.